Dataset: Reaction yield outcomes from USPTO patents with 853,638 reactions. Task: Predict the reaction yield, written as a fraction of the theoretical maximum amount of product (1.0 means a 100% yield; for example, 0.34 means a 34% yield). (1) The reactants are [N:1]([C@@H:4]([C@H:30]([C:38]1[CH:43]=[C:42]([F:44])[CH:41]=[C:40]([F:45])[CH:39]=1)[C:31]1[CH:36]=[CH:35][C:34]([F:37])=[CH:33][CH:32]=1)[C:5]([NH:7][C:8]1[CH:9]=[N:10][CH:11]=[C:12]([F:29])[C:13]=1[CH2:14][CH2:15][C@H:16]([NH:19][S:20]([C:23]1[CH:28]=[CH:27][CH:26]=[CH:25][CH:24]=1)(=[O:22])=[O:21])[CH2:17]O)=[O:6])=[N+:2]=[N-:3].N(C(OC(C)C)=O)=NC(OC(C)C)=O.C1(P(C2C=CC=CC=2)C2C=CC=CC=2)C=CC=CC=1. The catalyst is C1COCC1. The product is [N:1]([C@@H:4]([C@H:30]([C:38]1[CH:43]=[C:42]([F:44])[CH:41]=[C:40]([F:45])[CH:39]=1)[C:31]1[CH:36]=[CH:35][C:34]([F:37])=[CH:33][CH:32]=1)[C:5]([NH:7][C:8]1[CH:9]=[N:10][CH:11]=[C:12]([F:29])[C:13]=1[CH2:14][CH2:15][CH:16]1[CH2:17][N@@:19]1[S:20]([C:23]1[CH:24]=[CH:25][CH:26]=[CH:27][CH:28]=1)(=[O:21])=[O:22])=[O:6])=[N+:2]=[N-:3]. The yield is 0.560. (2) The reactants are Br[C:2]1[C:10]2[O:9][C:8]([C:11]3[CH:16]=[CH:15][C:14]([O:17][CH3:18])=[CH:13][CH:12]=3)=[N:7][C:6]=2[CH:5]=[C:4]([O:19][CH3:20])[CH:3]=1.[Cu][C:22]#[N:23].C(N(CC(O)=O)CC(O)=O)CN(CC(O)=O)CC(O)=O. The catalyst is CN(C)C=O. The product is [CH3:20][O:19][C:4]1[CH:3]=[C:2]([C:22]#[N:23])[C:10]2[O:9][C:8]([C:11]3[CH:16]=[CH:15][C:14]([O:17][CH3:18])=[CH:13][CH:12]=3)=[N:7][C:6]=2[CH:5]=1. The yield is 0.980.